This data is from Reaction yield outcomes from USPTO patents with 853,638 reactions. The task is: Predict the reaction yield, written as a fraction of the theoretical maximum amount of product (1.0 means a 100% yield; for example, 0.34 means a 34% yield). (1) The reactants are [Cl:1][C:2]1[C:10]2[N:9]=[C:8]([O:11][C:12]3[C:17]([Cl:18])=[CH:16][C:15]([O:19][C:20]([F:23])([F:22])[F:21])=[CH:14][C:13]=3[Cl:24])[N:7]([CH2:25][CH2:26][O:27]CC3C=CC(OC)=CC=3)[C:6]=2[C:5]([CH:37]([CH2:40][CH3:41])[CH2:38][CH3:39])=[CH:4][CH:3]=1.FC(F)(F)C(O)=O. No catalyst specified. The product is [Cl:1][C:2]1[C:10]2[N:9]=[C:8]([O:11][C:12]3[C:13]([Cl:24])=[CH:14][C:15]([O:19][C:20]([F:21])([F:22])[F:23])=[CH:16][C:17]=3[Cl:18])[N:7]([CH2:25][CH2:26][OH:27])[C:6]=2[C:5]([CH:37]([CH2:40][CH3:41])[CH2:38][CH3:39])=[CH:4][CH:3]=1. The yield is 0.870. (2) The reactants are [Br:1][C:2]1[CH:18]=[CH:17][CH:16]=[CH:15][C:3]=1[CH2:4][S:5]([N:8]1[CH2:13][CH2:12][CH:11]([NH2:14])[CH2:10][CH2:9]1)(=[O:7])=[O:6].Cl.CC[N:22]([CH2:25]C)CC.N.C1C[O:31]CC1. No catalyst specified. The product is [Br:1][C:2]1[CH:18]=[CH:17][CH:16]=[CH:15][C:3]=1[CH2:4][S:5]([N:8]1[CH2:13][CH2:12][CH:11]([NH:14][C:25]([NH2:22])=[O:31])[CH2:10][CH2:9]1)(=[O:6])=[O:7]. The yield is 0.690. (3) The yield is 0.200. The product is [N:11]1[CH:12]=[CH:13][CH:14]=[CH:15][C:10]=1[C:8]1[N:9]=[C:4]([C:3]2[C:16]([F:21])=[C:17]([F:20])[CH:18]=[CH:19][C:2]=2[F:1])[O:6][N:7]=1. The reactants are [F:1][C:2]1[CH:19]=[CH:18][C:17]([F:20])=[C:16]([F:21])[C:3]=1[C:4]([O:6][NH:7][C:8]([C:10]1[CH:15]=[CH:14][CH:13]=[CH:12][N:11]=1)=[NH:9])=O. The catalyst is N1C=CC=CC=1. (4) The yield is 0.620. The catalyst is C1COCC1.CCOCC. The reactants are [CH2:1]1[O:9][C:8]2[CH:7]=[CH:6][C:5]([CH2:10][CH2:11][C:12]([OH:14])=O)=[CH:4][C:3]=2[O:2]1.CN1CCOCC1.C(OC(Cl)=O)C(C)C.[NH2:30][C:31]1[CH:40]=[CH:39][C:34]([C:35]([O:37][CH3:38])=[O:36])=[CH:33][CH:32]=1. The product is [O:9]1[C:8]2[CH:7]=[CH:6][C:5]([CH2:10][CH2:11][C:12]([NH:30][C:31]3[CH:32]=[CH:33][C:34]([C:35]([O:37][CH3:38])=[O:36])=[CH:39][CH:40]=3)=[O:14])=[CH:4][C:3]=2[O:2][CH2:1]1. (5) The catalyst is CO.[Ni]. The reactants are [CH3:1][O:2][C:3]([C:5]1[CH:6]=[N:7][C:8]([N:11]2[CH2:26][CH2:25][C:14]3[NH:15][C:16]4[CH:17]=[CH:18][C:19]([N+:22]([O-])=O)=[CH:20][C:21]=4[C:13]=3[CH2:12]2)=[N:9][CH:10]=1)=[O:4]. The product is [CH3:1][O:2][C:3]([C:5]1[CH:6]=[N:7][C:8]([N:11]2[CH2:26][CH2:25][C:14]3[NH:15][C:16]4[CH:17]=[CH:18][C:19]([NH2:22])=[CH:20][C:21]=4[C:13]=3[CH2:12]2)=[N:9][CH:10]=1)=[O:4]. The yield is 0.439.